Predict the product of the given reaction. From a dataset of Forward reaction prediction with 1.9M reactions from USPTO patents (1976-2016). (1) Given the reactants [Br:1][C:2]1[N:7]=[C:6]([C@:8]2([CH2:17][CH2:18][O:19][CH3:20])[C:13]([F:15])([F:14])[CH2:12][O:11][C:10]([NH2:16])=[N:9]2)[C:5]([F:21])=[CH:4][CH:3]=1.C(N(CC)CC)C.[CH3:29][O:30][C:31]1[CH:52]=[CH:51][C:34]([C:35](Cl)([C:44]2[CH:49]=[CH:48][CH:47]=[CH:46][CH:45]=2)[C:36]2[CH:41]=[CH:40][C:39]([O:42][CH3:43])=[CH:38][CH:37]=2)=[CH:33][CH:32]=1, predict the reaction product. The product is: [CH3:43][O:42][C:39]1[CH:38]=[CH:37][C:36]([C:35]([NH:16][C:10]2[O:11][CH2:12][C:13]([F:15])([F:14])[C@:8]([C:6]3[C:5]([F:21])=[CH:4][CH:3]=[C:2]([Br:1])[N:7]=3)([CH2:17][CH2:18][O:19][CH3:20])[N:9]=2)([C:34]2[CH:33]=[CH:32][C:31]([O:30][CH3:29])=[CH:52][CH:51]=2)[C:44]2[CH:49]=[CH:48][CH:47]=[CH:46][CH:45]=2)=[CH:41][CH:40]=1. (2) Given the reactants [CH2:1]([O:5][C@H:6]1[CH2:10][CH2:9][N:8](C(OC(C)(C)C)=O)[CH2:7]1)[CH:2]([CH3:4])[CH3:3].[ClH:18], predict the reaction product. The product is: [ClH:18].[CH2:1]([O:5][C@H:6]1[CH2:10][CH2:9][NH:8][CH2:7]1)[CH:2]([CH3:4])[CH3:3]. (3) Given the reactants [Cl:1][C:2]1[N:3]=[C:4](Cl)[C:5]2[CH2:11][N:10]([C:12]3[N:16]([CH3:17])[N:15]=[C:14]([CH:18]4[CH2:20][CH2:19]4)[CH:13]=3)[CH2:9][CH2:8][C:6]=2[N:7]=1.[CH3:22][C@@H:23]1[CH2:28][O:27][CH2:26][CH2:25][NH:24]1.[CH3:29]CN(C(C)C)C(C)C.O, predict the reaction product. The product is: [Cl:1][C:2]1[N:3]=[C:4]([N:24]2[CH2:25][CH2:26][O:27][CH2:28][C@H:23]2[CH3:22])[C:5]2[CH2:11][N:10]([C:12]3[N:16]([CH2:17][CH3:29])[N:15]=[C:14]([CH:18]4[CH2:20][CH2:19]4)[CH:13]=3)[CH2:9][CH2:8][C:6]=2[N:7]=1. (4) Given the reactants F[C:2]1[C:3]([C:9]([OH:11])=[O:10])=[N:4][CH:5]=[C:6]([F:8])[CH:7]=1.[CH3:12][C@H:13]1[O:18][C@@H:17]([CH3:19])[CH2:16][NH:15][CH2:14]1.CCN(C(C)C)C(C)C, predict the reaction product. The product is: [CH3:19][C@@H:17]1[CH2:16][N:15]([C:2]2[C:3]([C:9]([OH:11])=[O:10])=[N:4][CH:5]=[C:6]([F:8])[CH:7]=2)[CH2:14][C@H:13]([CH3:12])[O:18]1.